This data is from Full USPTO retrosynthesis dataset with 1.9M reactions from patents (1976-2016). The task is: Predict the reactants needed to synthesize the given product. (1) Given the product [C:60]1([S:66][C:2]2[C:3]([NH2:8])=[N:4][CH:5]=[CH:6][CH:7]=2)[CH:65]=[CH:64][CH:63]=[CH:62][CH:61]=1, predict the reactants needed to synthesize it. The reactants are: Br[C:2]1[C:3]([NH2:8])=[N:4][CH:5]=[CH:6][CH:7]=1.C1(P(C2C=CC=CC=2)C2C3OC4C(=CC=CC=4P(C4C=CC=CC=4)C4C=CC=CC=4)C(C)(C)C=3C=CC=2)C=CC=CC=1.C(N(C(C)C)C(C)C)C.[C:60]1([SH:66])[CH:65]=[CH:64][CH:63]=[CH:62][CH:61]=1. (2) Given the product [NH2:5][CH2:4][C:3]1[CH:13]=[CH:14][C:15]([CH:17]([CH3:39])[C:18]([NH:20][CH2:21][C:22]2[C:23]([N:32]3[CH2:37][CH2:36][CH:35]([CH3:38])[CH2:34][CH2:33]3)=[N:24][C:25]([C:28]([F:31])([F:29])[F:30])=[CH:26][CH:27]=2)=[O:19])=[CH:16][C:2]=1[Cl:1], predict the reactants needed to synthesize it. The reactants are: [Cl:1][C:2]1[CH:16]=[C:15]([CH:17]([CH3:39])[C:18]([NH:20][CH2:21][C:22]2[C:23]([N:32]3[CH2:37][CH2:36][CH:35]([CH3:38])[CH2:34][CH2:33]3)=[N:24][C:25]([C:28]([F:31])([F:30])[F:29])=[CH:26][CH:27]=2)=[O:19])[CH:14]=[CH:13][C:3]=1[CH2:4][NH:5]C(=O)OC(C)(C)C.FC(F)(F)C(O)=O.C(=O)([O-])O.[Na+]. (3) Given the product [CH3:22][O:23][C:3]([C:5]1[N:9]([S:17]([CH3:16])(=[O:19])=[O:18])[CH:8]=[C:7]([CH:10]=[O:11])[CH:6]=1)=[O:4], predict the reactants needed to synthesize it. The reactants are: ClC(Cl)(Cl)[C:3]([C:5]1[NH:9][CH:8]=[C:7]([CH:10]=[O:11])[CH:6]=1)=[O:4].[H-].[Na+].[CH3:16][S:17](Cl)(=[O:19])=[O:18].Cl.[CH3:22][OH:23].